Task: Predict the product of the given reaction.. Dataset: Forward reaction prediction with 1.9M reactions from USPTO patents (1976-2016) (1) Given the reactants [Cl:1][C:2]1[CH:3]=[CH:4][C:5]([N+:17]([O-])=O)=[C:6]([NH:8][C:9]2[CH:16]=[CH:15][C:12]([C:13]#[N:14])=[CH:11][N:10]=2)[CH:7]=1.[Cl-].[NH4+], predict the reaction product. The product is: [NH2:17][C:5]1[CH:4]=[CH:3][C:2]([Cl:1])=[CH:7][C:6]=1[NH:8][C:9]1[CH:16]=[CH:15][C:12]([C:13]#[N:14])=[CH:11][N:10]=1. (2) Given the reactants C([O:8][C@@H:9]([C:11]1[O:12][C:13]2[C:18]([C:19](=[O:27])[C:20]=1[C:21]1[CH:26]=[CH:25][CH:24]=[CH:23][CH:22]=1)=[C:17]([CH3:28])[CH:16]=[CH:15][CH:14]=2)[CH3:10])C1C=CC=CC=1.B(Br)(Br)Br, predict the reaction product. The product is: [OH:8][C@@H:9]([C:11]1[O:12][C:13]2[C:18]([C:19](=[O:27])[C:20]=1[C:21]1[CH:22]=[CH:23][CH:24]=[CH:25][CH:26]=1)=[C:17]([CH3:28])[CH:16]=[CH:15][CH:14]=2)[CH3:10]. (3) Given the reactants [CH3:1][O:2][C:3]1[CH:12]=[CH:11][CH:10]=[C:9]([CH2:13][CH2:14][CH2:15][CH2:16][CH2:17][CH2:18][CH2:19][CH2:20][CH2:21][CH2:22][CH2:23][CH2:24][CH2:25][CH2:26][CH3:27])[C:4]=1[C:5]([O:7]C)=[O:6].CC(C)([O-])C.[K+].CCCCCC.C(OCC)(=O)C.Cl, predict the reaction product. The product is: [CH3:1][O:2][C:3]1[CH:12]=[CH:11][CH:10]=[C:9]([CH2:13][CH2:14][CH2:15][CH2:16][CH2:17][CH2:18][CH2:19][CH2:20][CH2:21][CH2:22][CH2:23][CH2:24][CH2:25][CH2:26][CH3:27])[C:4]=1[C:5]([OH:7])=[O:6]. (4) Given the reactants C(C1C(=O)C(Cl)=C(Cl)C(=[O:6])C=1C#N)#N.[CH2:15]1[O:23][C:22]2[CH:21]=[CH:20][C:19]([CH:24]3[C:36]4[NH:35][C:34]5[C:29](=[CH:30][CH:31]=[CH:32][CH:33]=5)[C:28]=4[CH2:27][CH2:26][N:25]3[C:37]3[N:42]=[CH:41][C:40]([C:43]4[CH:48]=[CH:47]C(OC)=C(OC)C=4)=[CH:39][N:38]=3)=[CH:18][C:17]=2[O:16]1.[CH2:53]1[CH2:57][O:56][CH2:55][CH2:54]1.O, predict the reaction product. The product is: [CH2:15]1[O:23][C:22]2[CH:21]=[CH:20][C:19]([CH:24]3[C:36]4[NH:35][C:34]5[C:29](=[CH:30][CH:31]=[CH:32][CH:33]=5)[C:28]=4[CH:27]([OH:6])[CH2:26][N:25]3[C:37]3[N:38]=[CH:39][C:40]([C:43]4[CH:54]=[CH:53][C:57]([O:56][CH3:55])=[CH:47][CH:48]=4)=[CH:41][N:42]=3)=[CH:18][C:17]=2[O:16]1. (5) Given the reactants C[Sn](C)C.C[Sn](C)C.Br[C:10]1[O:14][C:13]([C:15]2[CH:20]=[CH:19][CH:18]=[CH:17][N:16]=2)=[CH:12][CH:11]=1.Br[C:22]1[CH:23]=[C:24]([N:29]2[CH:33]=[CH:32][N:31]=[CH:30]2)[CH:25]=[C:26]([F:28])[CH:27]=1, predict the reaction product. The product is: [N:16]1[CH:17]=[CH:18][CH:19]=[CH:20][C:15]=1[C:13]1[O:14][C:10]([C:22]2[CH:27]=[C:26]([F:28])[CH:25]=[C:24]([N:29]3[CH:33]=[CH:32][N:31]=[CH:30]3)[CH:23]=2)=[CH:11][CH:12]=1.